This data is from Reaction yield outcomes from USPTO patents with 853,638 reactions. The task is: Predict the reaction yield, written as a fraction of the theoretical maximum amount of product (1.0 means a 100% yield; for example, 0.34 means a 34% yield). (1) The reactants are [CH3:1][C@@H:2]1[CH2:7][N:6]([C:8]2[C:17]([CH2:18][OH:19])=[CH:16][C:11]3[C:12]([CH3:15])=[N:13][O:14][C:10]=3[C:9]=2[F:20])[CH2:5][C@H:4]([CH3:21])[O:3]1. The catalyst is C(Cl)Cl.O=[Mn]=O. The product is [CH3:21][C@@H:4]1[CH2:5][N:6]([C:8]2[C:17]([CH:18]=[O:19])=[CH:16][C:11]3[C:12]([CH3:15])=[N:13][O:14][C:10]=3[C:9]=2[F:20])[CH2:7][C@H:2]([CH3:1])[O:3]1. The yield is 0.850. (2) The reactants are [CH2:1]([O:5][C:6]1[CH:11]=[CH:10][C:9]([S:12]([NH:15][C@H:16]([C:20]([S:23][CH2:24][CH2:25][CH2:26][OH:27])([CH3:22])[CH3:21])[C:17]([OH:19])=[O:18])(=[O:14])=[O:13])=[CH:8][CH:7]=1)[C:2]#[C:3][CH3:4].[C:28](Br)([CH3:31])([CH3:30])[CH3:29].C(=O)([O-])[O-].[K+].[K+]. The catalyst is CC(N(C)C)=O.[Cl-].C([N+](CC)(CC)CC)C1C=CC=CC=1. The product is [CH2:1]([O:5][C:6]1[CH:11]=[CH:10][C:9]([S:12]([NH:15][C@H:16]([C:20]([S:23][CH2:24][CH2:25][CH2:26][OH:27])([CH3:21])[CH3:22])[C:17]([O:19][C:28]([CH3:31])([CH3:30])[CH3:29])=[O:18])(=[O:14])=[O:13])=[CH:8][CH:7]=1)[C:2]#[C:3][CH3:4]. The yield is 0.560.